From a dataset of Forward reaction prediction with 1.9M reactions from USPTO patents (1976-2016). Predict the product of the given reaction. (1) Given the reactants [F:1][C:2]1[CH:14]=[CH:13][C:5]2[S:6][C:7]([CH2:10][NH:11][CH3:12])=[C:8]([CH3:9])[C:4]=2[CH:3]=1.[O:15]=[C:16]1[NH:25][C:24]2[N:23]=[CH:22][C:21](/[CH:26]=[CH:27]/[C:28]([OH:30])=O)=[CH:20][C:19]=2[CH2:18][CH2:17]1.ON1C2C=CC=CC=2N=N1.C(N(C(C)C)CC)(C)C.CN(C)CCCN=C=NCC, predict the reaction product. The product is: [F:1][C:2]1[CH:14]=[CH:13][C:5]2[S:6][C:7]([CH2:10][N:11]([CH3:12])[C:28](=[O:30])/[CH:27]=[CH:26]/[C:21]3[CH:22]=[N:23][C:24]4[NH:25][C:16](=[O:15])[CH2:17][CH2:18][C:19]=4[CH:20]=3)=[C:8]([CH3:9])[C:4]=2[CH:3]=1. (2) The product is: [S:17]1[C:21]2[CH:22]=[CH:23][C:24]([C:26](=[O:29])[CH2:27][N:12]3[C:4]4=[N:3][C:2]([Cl:1])=[CH:7][C:6](=[O:8])[N:5]4[CH2:9][CH2:10][C@H:11]3[C:13]([F:14])([F:15])[F:16])=[CH:25][C:20]=2[N:19]=[N:18]1. Given the reactants [Cl:1][C:2]1[N:3]=[C:4]2[NH:12][C@H:11]([C:13]([F:16])([F:15])[F:14])[CH2:10][CH2:9][N:5]2[C:6](=[O:8])[CH:7]=1.[S:17]1[C:21]2[CH:22]=[CH:23][C:24]([C:26](=[O:29])[CH2:27]Br)=[CH:25][C:20]=2[N:19]=[N:18]1, predict the reaction product. (3) Given the reactants [C:1]([C:5]1[CH:9]=[C:8]([NH:10][C:11]([NH:13][C:14]2[CH:19]=[CH:18][C:17]([O:20][C:21]3[CH:26]=[CH:25][N:24]=[C:23]([CH3:27])[CH:22]=3)=[CH:16][C:15]=2[F:28])=[O:12])[N:7]([C:29]2[CH:30]=[C:31]([CH:35]=[CH:36][CH:37]=2)[C:32]([OH:34])=O)[N:6]=1)([CH3:4])([CH3:3])[CH3:2].[CH3:38][C:39]1([CH3:46])[O:43][CH:42]([CH2:44][NH2:45])[CH2:41][O:40]1.Cl.CN(C)CCCN=C=NCC.ON1C2C=CC=CC=2N=N1, predict the reaction product. The product is: [C:1]([C:5]1[CH:9]=[C:8]([NH:10][C:11]([NH:13][C:14]2[CH:19]=[CH:18][C:17]([O:20][C:21]3[CH:26]=[CH:25][N:24]=[C:23]([CH3:27])[CH:22]=3)=[CH:16][C:15]=2[F:28])=[O:12])[N:7]([C:29]2[CH:30]=[C:31]([CH:35]=[CH:36][CH:37]=2)[C:32]([NH:45][CH2:44][CH:42]2[CH2:41][O:40][C:39]([CH3:46])([CH3:38])[O:43]2)=[O:34])[N:6]=1)([CH3:4])([CH3:3])[CH3:2].